Predict the reactants needed to synthesize the given product. From a dataset of Full USPTO retrosynthesis dataset with 1.9M reactions from patents (1976-2016). Given the product [CH3:15][N:10]([CH2:9][CH2:8][C:5]1[CH:4]=[C:3]2[C:2](=[CH:7][CH:6]=1)[NH:1][C:26]([CH3:27])=[C:16]2[S:17]([C:20]1[CH:21]=[CH:22][CH:23]=[CH:24][CH:25]=1)(=[O:19])=[O:18])[C:11](=[O:14])[O:12][CH3:13], predict the reactants needed to synthesize it. The reactants are: [NH2:1][C:2]1[CH:7]=[CH:6][C:5]([CH2:8][CH2:9][N:10]([CH3:15])[C:11](=[O:14])[O:12][CH3:13])=[CH:4][C:3]=1[CH2:16][S:17]([C:20]1[CH:25]=[CH:24][CH:23]=[CH:22][CH:21]=1)(=[O:19])=[O:18].[C:26](OCC)(OCC)(OCC)[CH3:27].